Dataset: Full USPTO retrosynthesis dataset with 1.9M reactions from patents (1976-2016). Task: Predict the reactants needed to synthesize the given product. Given the product [OH:2][CH2:1][C:3]1[C:16]([N+:17]([O-:19])=[O:18])=[CH:15][C:6]([O:7][CH2:8][CH2:9][CH2:10][C:11]([O:13][CH3:14])=[O:12])=[C:5]([O:20][CH3:21])[CH:4]=1, predict the reactants needed to synthesize it. The reactants are: [CH:1]([C:3]1[C:16]([N+:17]([O-:19])=[O:18])=[CH:15][C:6]([O:7][CH2:8][CH2:9][CH2:10][C:11]([O:13][CH3:14])=[O:12])=[C:5]([O:20][CH3:21])[CH:4]=1)=[O:2].[BH4-].[Na+].O.[K+].[Br-].